From a dataset of Forward reaction prediction with 1.9M reactions from USPTO patents (1976-2016). Predict the product of the given reaction. Given the reactants [H-].[Al+3].[Li+].[H-].[H-].[H-].[CH3:7][O:8][C:9]1[C:18]2[C:13](=[CH:14][CH:15]=[CH:16][CH:17]=2)[C:12]([O:19][CH3:20])=[CH:11][C:10]=1[C:21](OC)=[O:22].[NH4+].[Cl-].Cl, predict the reaction product. The product is: [CH3:7][O:8][C:9]1[C:18]2[C:13](=[CH:14][CH:15]=[CH:16][CH:17]=2)[C:12]([O:19][CH3:20])=[CH:11][C:10]=1[CH2:21][OH:22].